Task: Predict the reaction yield, written as a fraction of the theoretical maximum amount of product (1.0 means a 100% yield; for example, 0.34 means a 34% yield).. Dataset: Reaction yield outcomes from USPTO patents with 853,638 reactions (1) The reactants are [Br:1][C:2]1[CH:10]=[CH:9][C:5]([CH2:6][CH2:7]O)=[CH:4][CH:3]=1.C1(C)C=CC(S(Cl)(=O)=O)=CC=1.[CH2:22]([N:24](CC)[CH2:25][CH3:26])[CH3:23].Cl.N1CCCC1. The catalyst is ClCCl. The product is [Br:1][C:2]1[CH:10]=[CH:9][C:5]([CH2:6][CH2:7][N:24]2[CH2:25][CH2:26][CH2:23][CH2:22]2)=[CH:4][CH:3]=1. The yield is 0.800. (2) The reactants are [CH3:1][O:2][CH:3]1[CH2:8][CH2:7][N:6]([C:9]2[N:14]=[C:13]([NH:15][C:16]3[N:21]=[CH:20][C:19]4[CH:22]=[CH:23][N:24]([CH2:25][C:26]([CH3:31])([CH3:30])[C:27](O)=[O:28])[C:18]=4[CH:17]=3)[CH:12]=[CH:11][N:10]=2)[CH2:5][CH2:4]1.[NH4+].[Cl-].CC[N:36](C(C)C)C(C)C.CN(C(ON1N=NC2C=CC=NC1=2)=[N+](C)C)C.F[P-](F)(F)(F)(F)F. The catalyst is CN(C=O)C. The product is [CH3:1][O:2][CH:3]1[CH2:4][CH2:5][N:6]([C:9]2[N:14]=[C:13]([NH:15][C:16]3[N:21]=[CH:20][C:19]4[CH:22]=[CH:23][N:24]([CH2:25][C:26]([CH3:31])([CH3:30])[C:27]([NH2:36])=[O:28])[C:18]=4[CH:17]=3)[CH:12]=[CH:11][N:10]=2)[CH2:7][CH2:8]1. The yield is 0.280. (3) The reactants are [ClH:1].[CH3:2][CH:3]([CH3:45])[CH2:4][CH2:5][N:6]([CH2:40][CH2:41][CH:42]([CH3:44])[CH3:43])[C:7]([C:9]1[CH:10]=[CH:11][C:12]2[N:16]=[C:15]([NH:17][C:18]3[CH:27]=[CH:26][C:21]([C:22]([O:24][CH3:25])=[O:23])=[CH:20][CH:19]=3)[N:14]([CH2:28][CH2:29][CH2:30][NH:31]C(OC(C)(C)C)=O)[C:13]=2[CH:39]=1)=[O:8]. The catalyst is O1CCOCC1.C(OCC)(=O)C. The product is [ClH:1].[ClH:1].[NH2:31][CH2:30][CH2:29][CH2:28][N:14]1[C:13]2[CH:39]=[C:9]([C:7]([N:6]([CH2:5][CH2:4][CH:3]([CH3:2])[CH3:45])[CH2:40][CH2:41][CH:42]([CH3:44])[CH3:43])=[O:8])[CH:10]=[CH:11][C:12]=2[N:16]=[C:15]1[NH:17][C:18]1[CH:27]=[CH:26][C:21]([C:22]([O:24][CH3:25])=[O:23])=[CH:20][CH:19]=1. The yield is 0.960. (4) The reactants are [CH3:1][O:2][C:3]1[CH:4]=[C:5]2[C:10](=[CH:11][C:12]=1[O:13][CH3:14])[N:9]=[CH:8][CH:7]=[C:6]2[O:15][C:16]1[CH:22]=[CH:21][C:19]([NH2:20])=[CH:18][CH:17]=1.Cl[C:24](Cl)([O:26]C(=O)OC(Cl)(Cl)Cl)Cl.[N:35]1([CH2:41][CH2:42][CH:43]([OH:47])[CH2:44][CH2:45][CH3:46])[CH2:40][CH2:39][CH2:38][CH2:37][CH2:36]1.C(=O)(O)[O-].[Na+]. The catalyst is C(Cl)Cl.C(N(CC)CC)C.C1(C)C=CC=CC=1. The product is [CH3:1][O:2][C:3]1[CH:4]=[C:5]2[C:10](=[CH:11][C:12]=1[O:13][CH3:14])[N:9]=[CH:8][CH:7]=[C:6]2[O:15][C:16]1[CH:22]=[CH:21][C:19]([NH:20][C:24](=[O:26])[O:47][CH:43]([CH2:42][CH2:41][N:35]2[CH2:40][CH2:39][CH2:38][CH2:37][CH2:36]2)[CH2:44][CH2:45][CH3:46])=[CH:18][CH:17]=1. The yield is 0.580.